From a dataset of Full USPTO retrosynthesis dataset with 1.9M reactions from patents (1976-2016). Predict the reactants needed to synthesize the given product. (1) The reactants are: [OH:1][C:2]1[CH:3]=[CH:4][C:5]([C:15](=[O:36])[C:16]2[CH:21]=[CH:20][C:19]([O:22][CH2:23][C:24]3[N:25]=[C:26]([C:30]4[CH:35]=[CH:34][CH:33]=[CH:32][CH:31]=4)[O:27][C:28]=3[CH3:29])=[CH:18][CH:17]=2)=[C:6]([CH:14]=1)[O:7][CH2:8]C(OCC)=O.[CH2:37](I)[CH3:38].[C:40](=[O:43])([O-])[O-:41].[K+].[K+].CN(C)C=O. Given the product [CH2:37]([O:1][C:2]1[CH:3]=[CH:4][C:5]([C:15](=[O:36])[C:16]2[CH:21]=[CH:20][C:19]([O:22][CH2:23][C:24]3[N:25]=[C:26]([C:30]4[CH:31]=[CH:32][CH:33]=[CH:34][CH:35]=4)[O:27][C:28]=3[CH3:29])=[CH:18][CH:17]=2)=[C:6]([CH:14]=1)[O:7][CH2:8][C:40]([OH:41])=[O:43])[CH3:38], predict the reactants needed to synthesize it. (2) Given the product [Na+:29].[CH2:1]1[C:6]2([CH2:7][CH2:8][CH2:9][CH2:10][CH2:11]2)[CH2:5][CH2:4][CH:3]=[C:2]1[CH2:12][O:13][C:14]1[CH:19]=[CH:18][C:17]([C@@H:20]([C:25]#[C:26][CH3:27])[CH2:21][C:22]([O-:24])=[O:23])=[CH:16][CH:15]=1, predict the reactants needed to synthesize it. The reactants are: [CH2:1]1[C:6]2([CH2:11][CH2:10][CH2:9][CH2:8][CH2:7]2)[CH2:5][CH2:4][CH:3]=[C:2]1[CH2:12][O:13][C:14]1[CH:19]=[CH:18][C:17]([C@@H:20]([C:25]#[C:26][CH3:27])[CH2:21][C:22]([OH:24])=[O:23])=[CH:16][CH:15]=1.[OH-].[Na+:29]. (3) Given the product [F:14][C:10]1[CH:9]=[C:8]([CH:13]=[CH:12][CH:11]=1)[CH2:7][N:6]1[C:5](=[O:15])[N:4]([CH2:16][C:17]([O:19][CH3:20])=[O:18])[N:3]=[C:2]1[C:23]1[CH:24]=[CH:25][CH:26]=[CH:27][C:22]=1[OH:21], predict the reactants needed to synthesize it. The reactants are: Br[C:2]1[N:6]([CH2:7][C:8]2[CH:13]=[CH:12][CH:11]=[C:10]([F:14])[CH:9]=2)[C:5](=[O:15])[N:4]([CH2:16][C:17]([O:19][CH3:20])=[O:18])[N:3]=1.[OH:21][C:22]1[CH:27]=[CH:26][CH:25]=[CH:24][C:23]=1B(O)O. (4) Given the product [CH:41]([O:14][CH:13]1[C:8]([C:5]2[CH:4]=[CH:3][C:2]([F:1])=[CH:7][CH:6]=2)=[CH:9][CH2:10][N:11]([C:15]2[N:20]=[CH:19][N:18]([CH2:21][C:22]3[S:23][C:24]([C:27]([F:28])([F:29])[F:30])=[CH:25][CH:26]=3)[C:17](=[O:31])[N:16]=2)[CH2:12]1)=[O:42], predict the reactants needed to synthesize it. The reactants are: [F:1][C:2]1[CH:7]=[CH:6][C:5]([C:8]2[CH:13]([OH:14])[CH2:12][N:11]([C:15]3[N:20]=[CH:19][N:18]([CH2:21][C:22]4[S:23][C:24]([C:27]([F:30])([F:29])[F:28])=[CH:25][CH:26]=4)[C:17](=[O:31])[N:16]=3)[CH2:10][CH:9]=2)=[CH:4][CH:3]=1.[Cu](C#N)C#N.[Cl-].[Na+].CN(C)[CH:41]=[O:42]. (5) Given the product [Cl:24][C:16]1[CH:15]=[C:14]([C:11]2[N:10]=[C:9]([C:4]3[CH:5]=[CH:6][C:7]([F:8])=[C:2]([C:26]#[C:25][Si:27]([CH3:30])([CH3:29])[CH3:28])[CH:3]=3)[O:13][N:12]=2)[CH:19]=[CH:18][C:17]=1[O:20][CH:21]([CH3:23])[CH3:22], predict the reactants needed to synthesize it. The reactants are: Br[C:2]1[CH:3]=[C:4]([C:9]2[O:13][N:12]=[C:11]([C:14]3[CH:19]=[CH:18][C:17]([O:20][CH:21]([CH3:23])[CH3:22])=[C:16]([Cl:24])[CH:15]=3)[N:10]=2)[CH:5]=[CH:6][C:7]=1[F:8].[C:25]([Si:27]([CH3:30])([CH3:29])[CH3:28])#[CH:26].C(N(CC)CC)C. (6) Given the product [Cl:1][C:2]1[CH:3]=[C:4]([C:29]2[CH:34]=[CH:33][CH:32]=[CH:31][C:30]=2[CH2:35][CH2:36][NH:37][C:38](=[O:42])[CH2:39][O:40][CH3:41])[CH:5]=[CH:6][C:7]=1[C@H:8]1[C@H:13]([C:14]2[CH:19]=[CH:18][N:17]([CH3:20])[C:16](=[O:21])[CH:15]=2)[CH2:12][CH2:11][NH:10][CH2:9]1, predict the reactants needed to synthesize it. The reactants are: [Cl:1][C:2]1[CH:3]=[C:4]([C:29]2[CH:34]=[CH:33][CH:32]=[CH:31][C:30]=2[CH2:35][CH2:36][NH:37][C:38](=[O:42])[CH2:39][O:40][CH3:41])[CH:5]=[CH:6][C:7]=1[C@H:8]1[C@H:13]([C:14]2[CH:19]=[CH:18][N:17]([CH3:20])[C:16](=[O:21])[CH:15]=2)[CH2:12][CH2:11][N:10](C(OC(C)(C)C)=O)[CH2:9]1.Cl.O1CCOCC1. (7) Given the product [CH2:15]([N:11]1[C:12]2[C:7](=[C:6]([OH:30])[C:5]([C:3]([NH:31][CH2:32][C:33]([OH:35])=[O:34])=[O:4])=[N:14][CH:13]=2)[CH:8]=[C:9]([CH2:23][C:24]2[CH:29]=[CH:28][CH:27]=[CH:26][CH:25]=2)[C:10]1=[O:22])[C:16]1[CH:17]=[CH:18][CH:19]=[CH:20][CH:21]=1, predict the reactants needed to synthesize it. The reactants are: CO[C:3]([C:5]1[C:6]([OH:30])=[C:7]2[C:12](=[CH:13][N:14]=1)[N:11]([CH2:15][C:16]1[CH:21]=[CH:20][CH:19]=[CH:18][CH:17]=1)[C:10](=[O:22])[C:9]([CH2:23][C:24]1[CH:29]=[CH:28][CH:27]=[CH:26][CH:25]=1)=[CH:8]2)=[O:4].[NH2:31][CH2:32][C:33]([OH:35])=[O:34].C[O-].[Na+]. (8) Given the product [C:27]([O:31][C:32](=[O:42])[NH:33][C:34]1[CH:39]=[CH:38][CH:37]=[CH:36][C:35]=1[CH2:40][I:25])([CH3:30])([CH3:29])[CH3:28], predict the reactants needed to synthesize it. The reactants are: N1C=CN=C1.C1(P(C2C=CC=CC=2)C2C=CC=CC=2)C=CC=CC=1.[I:25]I.[C:27]([O:31][C:32](=[O:42])[NH:33][C:34]1[CH:39]=[CH:38][CH:37]=[CH:36][C:35]=1[CH2:40]O)([CH3:30])([CH3:29])[CH3:28].